Dataset: Full USPTO retrosynthesis dataset with 1.9M reactions from patents (1976-2016). Task: Predict the reactants needed to synthesize the given product. The reactants are: C([SiH](CC)CC)C.[CH2:8]([C:10]1[O:11][C:12]2[CH:26]=[CH:25][CH:24]=[CH:23][C:13]=2[C:14]=1[CH:15]([C:17]1[CH:22]=[CH:21][CH:20]=[CH:19][CH:18]=1)O)[CH3:9].FC(F)(F)C(O)=O. Given the product [CH2:15]([C:14]1[C:13]2[CH:23]=[CH:24][CH:25]=[CH:26][C:12]=2[O:11][C:10]=1[CH2:8][CH3:9])[C:17]1[CH:18]=[CH:19][CH:20]=[CH:21][CH:22]=1, predict the reactants needed to synthesize it.